Dataset: Experimentally validated miRNA-target interactions with 360,000+ pairs, plus equal number of negative samples. Task: Binary Classification. Given a miRNA mature sequence and a target amino acid sequence, predict their likelihood of interaction. (1) The miRNA is ath-miR842 with sequence UCAUGGUCAGAUCCGUCAUCC. The protein sequence of the target gene is MEAERRPAPGSPSEGLFADGHLILWTLCSVLLPVFITFWCSLQRSRRQLHRRDIFRKSKHGWRDTDLFSQPTYCCVCAQHILQGAFCDCCGLRVDEGCLRKADKRFQCKEIMLKNDTKVLDAMPHHWIRGNVPLCSYCMVCKQQCGCQPKLCDYRCIWCQKTVHDECMKNSLKNEKCDFGEFKNLIIPPSYLTSINQMRKDKKTDYEVLASKLGKQWTPLIILANSRSGTNMGEGLLGEFRILLNPVQVFDVTKTPPIKALQLCTLLPYYSARVLVCGGDGTVGWVLDAVDDMKIKGQEK.... Result: 0 (no interaction). (2) The miRNA is dme-miR-13b-3p with sequence UAUCACAGCCAUUUUGACGAGU. The protein sequence of the target gene is MSSARTPLPTLNERDTEQPTLGHLDSKPSSKSNMLRGRNSATSADEQPHIGNYRLLKTIGKGNFAKVKLARHILTGKEVAVKIIDKTQLNSSSLQKLFREVRIMKVLNHPNIVKLFEVIETEKTLYLVMEYASGGEVFDYLVAHGRMKEKEARAKFRQIVSAVQYCHQKFIVHRDLKAENLLLDADMNIKIADFGFSNEFTFGNKLDTFCGSPPYAAPELFQGKKIDGPEVDVWSLGVILYTLVSGSLPFDGQNLKELRERVLRGKYRIPFYMSTDCENLLKKFLILNPSKRGTLEQIMK.... Result: 0 (no interaction). (3) The miRNA is hsa-let-7i-5p with sequence UGAGGUAGUAGUUUGUGCUGUU. The protein sequence of the target gene is MDSRARSSSREAHGRSSRSSSRDDKKAKAGRGSRGRARPDAGAERQSTGRTATRGEPRAPAATATVVDVDEVRGPGEEGTEVVALLESERPEEGIKPSGLGACEWLLVLASLIFIIMTFPFSIWFCIKVVQEYERVIIFRLGHLLPGRAKGPGLFFFLPCLDTYHKVDLRLQTLEIPFHEVVTKDMFIMEIDAVCYYRMENASLLLSSLAHVSKAIQFLVQTTMKRLLAHRSLTEILLERKSIAQDVKVALDAVTCIWGIKVERTEIKDVRLPAGLQHSLAVEAEAQRQAKVRVIAAEGE.... Result: 0 (no interaction). (4) The miRNA is gga-miR-103-3p with sequence AGCAGCAUUGUACAGGGCUAUGA. The protein sequence of the target gene is MELLSALSLGELALSFSRVPLFPVFDLSYFIVSILYLKYEPGAVELSRRHPIASWLCAMLHCFGSYILADLLLGEPLIDYFSNNSSILLASAVWYLIFFCPLDLFYKCVCFLPVKLIFVAMKEVVRVRKIAVGIHHAHHHYHHGWFVMIATGWVKGSGVALMSNFEQLLRGVWKPETNEILHMSFPTKASLYGAILFTLQQTRWLPVSKASLIFIFTLFMVSCKVFLTATHSHSSPFDALEGYICPVLFGSACGGDHHHDNHGGSHSGGGPGAQHSAMPAKSKEELSEGSRKKKAKKAD. Result: 0 (no interaction). (5) The miRNA is hsa-miR-623 with sequence AUCCCUUGCAGGGGCUGUUGGGU. The protein sequence of the target gene is MWSLTASEGESTTAHFFLGAGDEGLGTRGIGMRPEESDSELLEDEEDEVPPEPQIIVGICAMTKKSKSKPMTQILERLCRFDYLTVVILGEDVILNEPVENWPSCHCLISFHSKGFPLDKAVAYSKLRNPFLINDLAMQYYIQDRREVYRILQEEGIDLPRYAVLNRDPARPEECNLIEGEDQVEVNGAVFPKPFVEKPVSAEDHNVYIYYPSSAGGGSQRLFRKIGSRSSVYSPESSVRKTGSYIYEEFMPTDGTDVKVYTVGPDYAHAEARKSPALDGKVERDSEGKEIRYPVMLTAM.... Result: 0 (no interaction). (6) The miRNA is hsa-miR-4646-3p with sequence AUUGUCCCUCUCCCUUCCCAG. The protein sequence of the target gene is MGRVRTKTVKKAARVIIEKYYTRLGNDFHTNKRVCEEIAIIPSKKLRNKIAGYVTHLMKRIQRGPVRGISIKLQEEERERRDNYVPEVSALDQEIIEVDPDTKEMLKLLDFGSLSNLQVTQPTVGMNFKTPRGPV. Result: 1 (interaction).